Dataset: Catalyst prediction with 721,799 reactions and 888 catalyst types from USPTO. Task: Predict which catalyst facilitates the given reaction. (1) Reactant: [CH3:1][C@H:2]1[C:6](=[O:7])[CH2:5][CH2:4][N:3]1[C:8]([O:10][CH2:11][C:12]1[CH:17]=[CH:16][CH:15]=[CH:14][CH:13]=1)=[O:9].[F:18][C:19]([Si](C)(C)C)([F:21])[F:20].[F-].C([N+](CCCC)(CCCC)CCCC)CCC.C1COCC1.O. Product: [OH:7][C@@:6]1([C:19]([F:21])([F:20])[F:18])[CH2:5][CH2:4][N:3]([C:8]([O:10][CH2:11][C:12]2[CH:17]=[CH:16][CH:15]=[CH:14][CH:13]=2)=[O:9])[C@H:2]1[CH3:1]. The catalyst class is: 1. (2) Reactant: [O:1]=[CH:2][C@@H:3]([C@H:5]([C@@H:7]([C@@H:9]([CH2:11][OH:12])[OH:10])[OH:8])[OH:6])[OH:4]. Product: [CH2:11]([OH:12])[C@@H:9]([OH:10])[C@@H:7]([OH:8])[C@H:5]([OH:6])[C@@H:3]([OH:4])[CH:2]=[O:1].[OH2:1]. The catalyst class is: 6.